Dataset: Reaction yield outcomes from USPTO patents with 853,638 reactions. Task: Predict the reaction yield, written as a fraction of the theoretical maximum amount of product (1.0 means a 100% yield; for example, 0.34 means a 34% yield). (1) The yield is 0.500. The catalyst is O1CCCC1. The reactants are Cl[C:2]1[CH:7]=[C:6]([C:8]([F:11])([F:10])[F:9])[CH:5]=[C:4]([Cl:12])[N:3]=1.[CH3:13][Mg]Br.O. The product is [Cl:12][C:4]1[CH:5]=[C:6]([C:8]([F:11])([F:10])[F:9])[CH:7]=[C:2]([CH3:13])[N:3]=1. (2) The reactants are [CH3:1][C:2]1[CH:7]=[C:6]([CH3:8])[CH:5]=[C:4]([CH3:9])[C:3]=1[N:10]=[C:11]=[O:12].[NH2:13][C:14]1[CH:15]=[C:16]([C:35]2[CH:40]=[CH:39][C:38]([O:41][CH3:42])=[C:37]([F:43])[CH:36]=2)[CH:17]=[CH:18][C:19]=1[C:20]([NH:22][C@H:23]([C:31]([O:33][CH3:34])=[O:32])[C@@H:24]([CH3:30])[O:25][C:26]([CH3:29])([CH3:28])[CH3:27])=[O:21].CCCCCC.C(OCC)(=O)C. The catalyst is N1C=CC=CC=1. The product is [CH3:29][C:26]([O:25][C@H:24]([CH3:30])[C@@H:23]([C:31]([O:33][CH3:34])=[O:32])[NH:22][C:20]([C:19]1[CH:18]=[CH:17][C:16]([C:35]2[CH:40]=[CH:39][C:38]([O:41][CH3:42])=[C:37]([F:43])[CH:36]=2)=[CH:15][C:14]=1[NH:13][C:11]([NH:10][C:3]1[C:2]([CH3:1])=[CH:7][C:6]([CH3:8])=[CH:5][C:4]=1[CH3:9])=[O:12])=[O:21])([CH3:27])[CH3:28]. The yield is 0.600. (3) The reactants are [OH:1][C:2]1[CH:22]=[CH:21][C:5]2[C:6](=[O:20])/[C:7](=[CH:9]/[C:10]3[C:18]4[C:13](=[N:14][C:15]([CH3:19])=[CH:16][CH:17]=4)[NH:12][CH:11]=3)/[O:8][C:4]=2[C:3]=1[CH2:23][N:24]1[CH2:29][CH2:28][N:27](C(OC(C)(C)C)=O)[CH2:26][CH2:25]1.[ClH:37]. The catalyst is C(Cl)Cl.O1CCOCC1. The product is [ClH:37].[ClH:37].[ClH:37].[OH:1][C:2]1[CH:22]=[CH:21][C:5]2[C:6](=[O:20])/[C:7](=[CH:9]/[C:10]3[C:18]4[C:13](=[N:14][C:15]([CH3:19])=[CH:16][CH:17]=4)[NH:12][CH:11]=3)/[O:8][C:4]=2[C:3]=1[CH2:23][N:24]1[CH2:25][CH2:26][NH:27][CH2:28][CH2:29]1. The yield is 0.770. (4) The reactants are C1C=CC(P(C2C=CC=CC=2)C2C=CC=CC=2)=CC=1.II.[CH2:22]([O:29][N:30]1[C:36](=[O:37])[N:35]2[CH2:38][C@H:31]1[CH2:32][CH2:33][C@H:34]2[C:39]([NH:41][NH:42][C:43](=O)[CH2:44][CH:45]1[CH2:48][N:47]([C:49]([O:51][C:52]([CH3:55])([CH3:54])[CH3:53])=[O:50])[CH2:46]1)=[O:40])[C:23]1[CH:28]=[CH:27][CH:26]=[CH:25][CH:24]=1. The catalyst is C(Cl)Cl. The product is [CH2:22]([O:29][N:30]1[C:36](=[O:37])[N:35]2[CH2:38][C@H:31]1[CH2:32][CH2:33][C@H:34]2[C:39]1[O:40][C:43]([CH2:44][CH:45]2[CH2:48][N:47]([C:49]([O:51][C:52]([CH3:55])([CH3:53])[CH3:54])=[O:50])[CH2:46]2)=[N:42][N:41]=1)[C:23]1[CH:24]=[CH:25][CH:26]=[CH:27][CH:28]=1. The yield is 0.660.